Predict which catalyst facilitates the given reaction. From a dataset of Catalyst prediction with 721,799 reactions and 888 catalyst types from USPTO. (1) Reactant: [N:1]1[CH:6]=[CH:5][CH:4]=[CH:3][C:2]=1[N:7]1[CH2:12][CH2:11][NH:10][CH2:9][CH2:8]1.[Br:13][C:14]1[CH:15]=[C:16]([CH:20]=[CH:21][C:22]=1[O:23][CH3:24])[C:17](O)=[O:18].CCN(C(C)C)C(C)C.C1C=CC2N(O)N=NC=2C=1.Cl.CN(C)CCCN=C=NCC. Product: [Br:13][C:14]1[CH:15]=[C:16]([C:17]([N:10]2[CH2:9][CH2:8][N:7]([C:2]3[CH:3]=[CH:4][CH:5]=[CH:6][N:1]=3)[CH2:12][CH2:11]2)=[O:18])[CH:20]=[CH:21][C:22]=1[O:23][CH3:24]. The catalyst class is: 39. (2) Reactant: [F:1][C:2]([F:15])([CH:8]1[CH2:13][CH2:12][CH:11]([F:14])[CH2:10][CH2:9]1)[C:3]([O:5]CC)=[O:4].O1CCCC1.CO.O.[OH-].[Li+]. The catalyst class is: 6. Product: [F:1][C:2]([F:15])([CH:8]1[CH2:13][CH2:12][CH:11]([F:14])[CH2:10][CH2:9]1)[C:3]([OH:5])=[O:4]. (3) Reactant: [CH:1]1[CH:9]=[CH:8][C:7]2[CH2:10][CH2:11][N:5]3[C:6]=2[C:2]=1[C@H:3]1[CH2:15][NH:14][CH2:13][CH2:12][C@H:4]13.Cl[CH2:17][CH2:18][CH2:19][C:20]([C:22]1[CH:27]=[CH:26][C:25]([F:28])=[CH:24][CH:23]=1)=[O:21].C(N(CC)CC)C.O1CCOCC1. Product: [CH:1]1[CH:9]=[CH:8][C:7]2[CH2:10][CH2:11][N:5]3[C:6]=2[C:2]=1[C@H:3]1[CH2:15][N:14]([CH2:17][CH2:18][CH2:19][C:20]([C:22]2[CH:23]=[CH:24][C:25]([F:28])=[CH:26][CH:27]=2)=[O:21])[CH2:13][CH2:12][C@H:4]13. The catalyst class is: 11.